Dataset: Catalyst prediction with 721,799 reactions and 888 catalyst types from USPTO. Task: Predict which catalyst facilitates the given reaction. (1) Reactant: C(O)C.C(O)(=O)C.[Cl:8][C:9]1[CH:26]=[C:25]([N:27]2[CH2:32][CH2:31][N:30]([C:33]3[CH:38]=[C:37]([CH3:39])[CH:36]=[CH:35][C:34]=3[CH3:40])[CH2:29][CH2:28]2)[C:24]([N+:41]([O-])=O)=[CH:23][C:10]=1[C:11]([NH:13][CH2:14][CH2:15][CH2:16][N:17]1[CH2:21][CH2:20][CH2:19][C:18]1=[O:22])=[O:12]. Product: [NH2:41][C:24]1[C:25]([N:27]2[CH2:28][CH2:29][N:30]([C:33]3[CH:38]=[C:37]([CH3:39])[CH:36]=[CH:35][C:34]=3[CH3:40])[CH2:31][CH2:32]2)=[CH:26][C:9]([Cl:8])=[C:10]([CH:23]=1)[C:11]([NH:13][CH2:14][CH2:15][CH2:16][N:17]1[CH2:21][CH2:20][CH2:19][C:18]1=[O:22])=[O:12]. The catalyst class is: 292. (2) Reactant: [I:1][C:2]1[C:20]([C:21]([O:23]CC)=[O:22])=[C:5]2[CH2:6][N:7]([C:13]([O:15][C:16]([CH3:19])([CH3:18])[CH3:17])=[O:14])[C@@H:8]3[CH2:12][O:11][CH2:10][C@@H:9]3[N:4]2[N:3]=1.[OH-].[Na+]. Product: [C:16]([O:15][C:13]([N:7]1[C@@H:8]2[CH2:12][O:11][CH2:10][C@@H:9]2[N:4]2[N:3]=[C:2]([I:1])[C:20]([C:21]([OH:23])=[O:22])=[C:5]2[CH2:6]1)=[O:14])([CH3:19])([CH3:17])[CH3:18]. The catalyst class is: 20.